This data is from Full USPTO retrosynthesis dataset with 1.9M reactions from patents (1976-2016). The task is: Predict the reactants needed to synthesize the given product. (1) Given the product [C:1]([O:5][C:6](=[O:19])[NH:7][C:8]1[CH:13]=[C:12]([O:14][CH3:15])[CH:11]=[CH:10][C:9]=1[NH2:16])([CH3:4])([CH3:2])[CH3:3], predict the reactants needed to synthesize it. The reactants are: [C:1]([O:5][C:6](=[O:19])[NH:7][C:8]1[CH:13]=[C:12]([O:14][CH3:15])[CH:11]=[CH:10][C:9]=1[N+:16]([O-])=O)([CH3:4])([CH3:3])[CH3:2]. (2) Given the product [N:18]1([C:2]2[C:11]3[C:6](=[CH:7][CH:8]=[C:9]([N+:12]([O-:14])=[O:13])[CH:10]=3)[N:5]=[C:4]([CH2:15][CH2:16][CH3:17])[CH:3]=2)[CH2:21][CH2:20][CH2:19]1, predict the reactants needed to synthesize it. The reactants are: Cl[C:2]1[C:11]2[C:6](=[CH:7][CH:8]=[C:9]([N+:12]([O-:14])=[O:13])[CH:10]=2)[N:5]=[C:4]([CH2:15][CH2:16][CH3:17])[CH:3]=1.[NH:18]1[CH2:21][CH2:20][CH2:19]1. (3) Given the product [OH:8][C:9]1[C:10]([C:20]([N:22]2[CH2:31][CH2:30][C:29]3[C:24](=[CH:25][CH:26]=[CH:27][CH:28]=3)[CH2:23]2)=[O:21])=[N:11][N:12]2[CH2:17][CH2:16][N:15]([CH3:18])[C:14](=[O:19])[C:13]=12, predict the reactants needed to synthesize it. The reactants are: C([O:8][C:9]1[C:10]([C:20]([N:22]2[CH2:31][CH2:30][C:29]3[C:24](=[CH:25][CH:26]=[CH:27][CH:28]=3)[CH2:23]2)=[O:21])=[N:11][N:12]2[CH2:17][CH2:16][N:15]([CH3:18])[C:14](=[O:19])[C:13]=12)C1C=CC=CC=1. (4) The reactants are: CN(C(ON1N=NC2C=CC=NC1=2)=[N+](C)C)C.F[P-](F)(F)(F)(F)F.[Cl:25][C:26]1[CH:31]=[CH:30][C:29]([CH2:32][NH2:33])=[C:28]([F:34])[C:27]=1[O:35][C:36]1[C:45]2[C:40](=[CH:41][CH:42]=[CH:43][CH:44]=2)[CH:39]=[CH:38][CH:37]=1.[Cl:46][C:47]1[N:48]=[C:49]([CH2:55][CH3:56])[NH:50][C:51]=1[C:52](O)=[O:53].C(N(C(C)C)CC)(C)C. Given the product [Cl:46][C:47]1[N:48]=[C:49]([CH2:55][CH3:56])[NH:50][C:51]=1[C:52]([NH:33][CH2:32][C:29]1[CH:30]=[CH:31][C:26]([Cl:25])=[C:27]([O:35][C:36]2[C:45]3[C:40](=[CH:41][CH:42]=[CH:43][CH:44]=3)[CH:39]=[CH:38][CH:37]=2)[C:28]=1[F:34])=[O:53], predict the reactants needed to synthesize it. (5) Given the product [F:19][C:16]1[CH:17]=[CH:18][C:13]([C:3]2[C:2]([C:25]3[CH:24]=[CH:23][N:22]=[C:21]([F:20])[CH:26]=3)=[C:6]3[CH:7]=[CH:8][CH:9]=[C:10]([O:11][CH3:12])[N:5]3[N:4]=2)=[CH:14][CH:15]=1, predict the reactants needed to synthesize it. The reactants are: Br[C:2]1[C:3]([C:13]2[CH:18]=[CH:17][C:16]([F:19])=[CH:15][CH:14]=2)=[N:4][N:5]2[C:10]([O:11][CH3:12])=[CH:9][CH:8]=[CH:7][C:6]=12.[F:20][C:21]1[CH:26]=[C:25](B(O)O)[CH:24]=[CH:23][N:22]=1.C(=O)([O-])[O-].[Na+].[Na+]. (6) Given the product [CH3:1][O:2][C:3]1[CH:4]=[C:5]([CH:19]=[CH:20][C:21]=1[O:22][CH3:23])[C:6]([NH:8][CH2:9][C:10]1[CH:18]=[CH:17][CH:16]=[C:12]([C:13](=[O:15])[NH:39][C:35]2[CH:36]=[C:37]3[C:32](=[CH:33][CH:34]=2)[CH2:31][CH:30]([N:24]2[CH2:25][CH2:26][O:27][CH2:28][CH2:29]2)[CH2:38]3)[CH:11]=1)=[O:7], predict the reactants needed to synthesize it. The reactants are: [CH3:1][O:2][C:3]1[CH:4]=[C:5]([CH:19]=[CH:20][C:21]=1[O:22][CH3:23])[C:6]([NH:8][CH2:9][C:10]1[CH:11]=[C:12]([CH:16]=[CH:17][CH:18]=1)[C:13]([OH:15])=O)=[O:7].[N:24]1([CH:30]2[CH2:38][C:37]3[C:32](=[CH:33][CH:34]=[C:35]([NH2:39])[CH:36]=3)[CH2:31]2)[CH2:29][CH2:28][O:27][CH2:26][CH2:25]1.CN(C=O)C.CN(C(ON1N=NC2C=CC=CC1=2)=[N+](C)C)C.[B-](F)(F)(F)F. (7) The reactants are: [CH2:1]([O:3][C:4]([C:6]1[C:10]([CH3:11])=[C:9]([C:12]2[S:13][C:14](Br)=[CH:15][CH:16]=2)[N:8]([C:18]2[CH:23]=[CH:22][C:21]([Cl:24])=[CH:20][C:19]=2[Cl:25])[N:7]=1)=[O:5])[CH3:2].[CH3:26][C:27]([CH3:32])([CH3:31])[CH2:28][C:29]#C.C(N)CO.O. Given the product [CH2:1]([O:3][C:4]([C:6]1[C:10]([CH3:11])=[C:9]([C:12]2[S:13][C:14]([C:29]#[C:28][C:27]([CH3:32])([CH3:31])[CH3:26])=[CH:15][CH:16]=2)[N:8]([C:18]2[CH:23]=[CH:22][C:21]([Cl:24])=[CH:20][C:19]=2[Cl:25])[N:7]=1)=[O:5])[CH3:2], predict the reactants needed to synthesize it. (8) Given the product [F:27][C:2]([F:1])([F:26])[C:3]1[CH:25]=[CH:24][CH:23]=[CH:22][C:4]=1[C:5]([N:7]1[CH2:8][CH2:9][N:10]([C:13]2[S:14][C:15]([C:18]([OH:20])=[O:19])=[CH:16][N:17]=2)[CH2:11][CH2:12]1)=[O:6], predict the reactants needed to synthesize it. The reactants are: [F:1][C:2]([F:27])([F:26])[C:3]1[CH:25]=[CH:24][CH:23]=[CH:22][C:4]=1[C:5]([N:7]1[CH2:12][CH2:11][N:10]([C:13]2[S:14][C:15]([C:18]([O:20]C)=[O:19])=[CH:16][N:17]=2)[CH2:9][CH2:8]1)=[O:6].[OH-].[Na+].